From a dataset of Reaction yield outcomes from USPTO patents with 853,638 reactions. Predict the reaction yield, written as a fraction of the theoretical maximum amount of product (1.0 means a 100% yield; for example, 0.34 means a 34% yield). (1) The yield is 0.760. The catalyst is O1CCOCC1.C1C=CC([P]([Pd]([P](C2C=CC=CC=2)(C2C=CC=CC=2)C2C=CC=CC=2)([P](C2C=CC=CC=2)(C2C=CC=CC=2)C2C=CC=CC=2)[P](C2C=CC=CC=2)(C2C=CC=CC=2)C2C=CC=CC=2)(C2C=CC=CC=2)C2C=CC=CC=2)=CC=1. The product is [CH3:9][C:7]1[S:8][C:4]2[CH:3]=[C:2]([Sn:15]([CH3:21])([CH3:20])[CH3:14])[CH:11]=[CH:10][C:5]=2[N:6]=1. The reactants are Br[C:2]1[CH:11]=[CH:10][C:5]2[N:6]=[C:7]([CH3:9])[S:8][C:4]=2[CH:3]=1.[Cl-].[Li+].[CH3:14][Sn:15]([CH3:21])([CH3:20])[Sn:15]([CH3:21])([CH3:20])[CH3:14].CCOC(C)=O.CCCCCCC. (2) The reactants are [OH:1][NH:2][C:3]([C:5]1[CH:6]=[C:7]([NH:11][C:12](=[O:18])[O:13][C:14]([CH3:17])([CH3:16])[CH3:15])[CH:8]=[CH:9][CH:10]=1)=[NH:4].C(N(C(C)C)CC)(C)C.[C:28]([CH2:32][CH2:33][C:34](Cl)=[O:35])([O:30][CH3:31])=[O:29]. The catalyst is C1COCC1. The product is [C:14]([O:13][C:12]([NH:11][C:7]1[CH:6]=[C:5]([CH:10]=[CH:9][CH:8]=1)[C:3]([NH:2][O:1][C:34](=[O:35])[CH2:33][CH2:32][C:28]([O:30][CH3:31])=[O:29])=[NH:4])=[O:18])([CH3:15])([CH3:17])[CH3:16]. The yield is 1.00. (3) The reactants are [Br:1][C:2]1[C:3]([OH:17])=[CH:4][C:5]2[C:6]([CH3:16])([CH3:15])[CH2:7][CH:8]=[C:9]([CH:12]([CH3:14])[CH3:13])[C:10]=2[CH:11]=1.I[CH2:19][CH3:20]. No catalyst specified. The product is [Br:1][C:2]1[CH:11]=[C:10]2[C:5](=[CH:4][C:3]=1[O:17][CH2:19][CH3:20])[C:6]([CH3:15])([CH3:16])[CH2:7][CH:8]=[C:9]2[CH:12]([CH3:13])[CH3:14]. The yield is 0.370. (4) The reactants are [NH:1]([C:6]([O:8][C:9]([CH3:12])([CH3:11])[CH3:10])=[O:7])[CH2:2][C:3]([OH:5])=O.CN(C(ON1N=NC2C=CC=NC1=2)=[N+](C)C)C.F[P-](F)(F)(F)(F)F.[NH:37]1[C:46]2[C:41](=[CH:42][CH:43]=[CH:44][CH:45]=2)[CH2:40][CH2:39][CH2:38]1.CCN(C(C)C)C(C)C. The catalyst is C(Cl)Cl. The product is [N:37]1([C:3](=[O:5])[CH2:2][NH:1][C:6](=[O:7])[O:8][C:9]([CH3:12])([CH3:11])[CH3:10])[C:46]2[C:41](=[CH:42][CH:43]=[CH:44][CH:45]=2)[CH2:40][CH2:39][CH2:38]1. The yield is 0.870. (5) The product is [F:1][C:2]1[CH:7]=[CH:6][C:5]([C:8]2[C:16]3[C:11](=[CH:12][CH:13]=[C:14]([C:17]4[NH:18][C:19]([CH2:22][CH2:23][C:24]([OH:26])=[O:25])=[N:20][N:21]=4)[CH:15]=3)[NH:10][N:9]=2)=[CH:4][CH:3]=1. The yield is 0.320. The reactants are [F:1][C:2]1[CH:7]=[CH:6][C:5]([C:8]2[C:16]3[C:11](=[CH:12][CH:13]=[C:14]([C:17]4[NH:18][C:19]([CH2:22][CH2:23][C:24]([O:26]CC)=[O:25])=[N:20][N:21]=4)[CH:15]=3)[NH:10][N:9]=2)=[CH:4][CH:3]=1.O.[OH-].[Li+]. The catalyst is O1CCCC1. (6) The reactants are O[C:2]([C:5]1[CH:10]=[CH:9][C:8]([NH:11][C:12](=[O:14])[CH3:13])=[CH:7][C:6]=1[O:15][CH3:16])([CH3:4])[CH3:3].C([O-])=O.[NH4+]. The catalyst is C(O)(=O)C.[Pd]. The product is [CH:2]([C:5]1[CH:10]=[CH:9][C:8]([NH:11][C:12](=[O:14])[CH3:13])=[CH:7][C:6]=1[O:15][CH3:16])([CH3:4])[CH3:3]. The yield is 0.990. (7) The reactants are [CH:1]1([N:4]2[CH2:9][CH2:8][CH:7]([N:10]3[CH2:14][CH2:13][N:12]([CH2:15][CH2:16][CH2:17]OS(C)(=O)=O)[C:11]3=[C:23]([C:26]#[N:27])[C:24]#[N:25])[CH2:6][CH2:5]2)[CH2:3][CH2:2]1.[NH:28]1[CH2:33][CH2:32][CH2:31][CH2:30][CH2:29]1.C(=O)([O-])[O-].[K+].[K+].O. The catalyst is O1CCOCC1. The product is [CH:1]1([N:4]2[CH2:9][CH2:8][CH:7]([N:10]3[CH2:14][CH2:13][N:12]([CH2:15][CH2:16][CH2:17][N:28]4[CH2:33][CH2:32][CH2:31][CH2:30][CH2:29]4)[C:11]3=[C:23]([C:26]#[N:27])[C:24]#[N:25])[CH2:6][CH2:5]2)[CH2:3][CH2:2]1. The yield is 0.831.